This data is from Forward reaction prediction with 1.9M reactions from USPTO patents (1976-2016). The task is: Predict the product of the given reaction. (1) Given the reactants [Mg].II.BrC(Br)C.[CH:8]([C:11]1[CH:12]=[C:13](Br)[CH:14]=[CH:15][CH:16]=1)([CH3:10])[CH3:9].[C:18]1(=[O:24])[CH2:23][CH2:22][CH2:21][CH2:20][CH2:19]1, predict the reaction product. The product is: [CH:8]([C:11]1[CH:12]=[C:13]([C:18]2([OH:24])[CH2:23][CH2:22][CH2:21][CH2:20][CH2:19]2)[CH:14]=[CH:15][CH:16]=1)([CH3:10])[CH3:9]. (2) Given the reactants [C:1]([C:3]1[CH:8]=[C:7]([C:9]2[C:10]([C@@H:15]([NH:25][C:26](=[O:38])[CH2:27][C:28]3[C:36]4[C:31](=[CH:32][CH:33]=[C:34]([OH:37])[CH:35]=4)[NH:30][CH:29]=3)[CH2:16][C:17]3[CH:22]=[C:21]([F:23])[CH:20]=[C:19]([F:24])[CH:18]=3)=[N:11][CH:12]=[CH:13][CH:14]=2)[CH:6]=[CH:5][N:4]=1)#[N:2].C(C1C=C(C2C([C@@H](NC(=[O:76])CC3C4C(=CC=C(F)C=4)NC=3)CC3C=C(F)C=C(F)C=3)=NC=CC=2)C=CN=1)#N, predict the reaction product. The product is: [F:24][C:19]1[CH:18]=[C:17]([CH2:16][C@@H:15]([C:10]2[C:9]([C:7]3[CH:6]=[CH:5][N:4]=[C:3]([C:1]([NH2:2])=[O:76])[CH:8]=3)=[CH:14][CH:13]=[CH:12][N:11]=2)[NH:25][C:26](=[O:38])[CH2:27][C:28]2[C:36]3[C:31](=[CH:32][CH:33]=[C:34]([OH:37])[CH:35]=3)[NH:30][CH:29]=2)[CH:22]=[C:21]([F:23])[CH:20]=1. (3) Given the reactants [CH2:1]([O:3][C:4]1[CH:9]=[C:8]([C:10]2[CH:15]=[CH:14][CH:13]=[CH:12][CH:11]=2)[N:7]=[C:6]([NH:16]C(=O)OC(C)(C)C)[CH:5]=1)[CH3:2].FC(F)(F)C(O)=O, predict the reaction product. The product is: [CH2:1]([O:3][C:4]1[CH:9]=[C:8]([C:10]2[CH:11]=[CH:12][CH:13]=[CH:14][CH:15]=2)[N:7]=[C:6]([NH2:16])[CH:5]=1)[CH3:2]. (4) Given the reactants [F:1][C@H:2]1[CH2:4][C@H:3]1[C:5]([NH:7][C:8]1[N:9]=[CH:10][C:11]2[C:16]([CH:17]=1)=[CH:15][CH:14]=[C:13]([C:18]1[CH:19]=[N:20][C:21]([S:25][CH3:26])=[CH:22][C:23]=1[CH3:24])[CH:12]=2)=[O:6].C(O)(=[O:29])C.OO, predict the reaction product. The product is: [F:1][C@H:2]1[CH2:4][C@H:3]1[C:5]([NH:7][C:8]1[N:9]=[CH:10][C:11]2[C:16]([CH:17]=1)=[CH:15][CH:14]=[C:13]([C:18]1[CH:19]=[N:20][C:21]([S:25]([CH3:26])=[O:29])=[CH:22][C:23]=1[CH3:24])[CH:12]=2)=[O:6]. (5) Given the reactants [Cl:1][C:2]1[CH:7]=[CH:6][C:5]([C:8]2[C:9](=[O:18])[NH:10][C:11]3([CH2:17][CH2:16][CH2:15][CH2:14][CH2:13]3)[N:12]=2)=[CH:4][CH:3]=1.[H-].[Na+].Br[CH2:22][C:23]([C:25]1[CH:30]=[CH:29][CH:28]=[C:27]([C:31]([F:34])([F:33])[F:32])[CH:26]=1)=[O:24], predict the reaction product. The product is: [Cl:1][C:2]1[CH:3]=[CH:4][C:5]([C:8]2[C:9](=[O:18])[N:10]([CH2:22][C:23](=[O:24])[C:25]3[CH:30]=[CH:29][CH:28]=[C:27]([C:31]([F:32])([F:33])[F:34])[CH:26]=3)[C:11]3([CH2:17][CH2:16][CH2:15][CH2:14][CH2:13]3)[N:12]=2)=[CH:6][CH:7]=1. (6) The product is: [Cl:11][CH2:12][C:13](=[O:26])[CH2:14][O:15][C:16]1[CH:21]=[CH:20][CH:19]=[C:18]([C:22]([F:23])([F:24])[F:25])[CH:17]=1. Given the reactants [O-]Cl.[Na+].[Na+].[Br-].C([O-])(O)=O.[Na+].[Cl:11][CH2:12][CH:13]([OH:26])[CH2:14][O:15][C:16]1[CH:21]=[CH:20][CH:19]=[C:18]([C:22]([F:25])([F:24])[F:23])[CH:17]=1, predict the reaction product. (7) Given the reactants [OH-].[K+].[NH2:3][C:4]1[CH:9]=[CH:8][C:7]([OH:10])=[CH:6][C:5]=1[N+:11]([O-:13])=[O:12].Br[CH2:15][C:16]1[C:21]([Cl:22])=[CH:20][CH:19]=[CH:18][C:17]=1[Cl:23].O, predict the reaction product. The product is: [Cl:22][C:21]1[CH:20]=[CH:19][CH:18]=[C:17]([Cl:23])[C:16]=1[CH2:15][O:10][C:7]1[CH:8]=[CH:9][C:4]([NH2:3])=[C:5]([N+:11]([O-:13])=[O:12])[CH:6]=1. (8) Given the reactants FC(F)(F)C(O)=O.[S:8]1[C:12]2[CH:13]=[CH:14][CH:15]=[CH:16][C:11]=2[N:10]=[C:9]1[S:17]([N:20]1[CH2:25][CH2:24][NH:23][CH2:22][C:21]1=[O:26])(=[O:19])=[O:18].[CH3:27][S:28][CH2:29][CH2:30][O:31][C:32]([NH:34][C:35]1[N:43]=[CH:42][N:41]=[C:40]2[C:36]=1[N:37]=[CH:38][N:39]2[CH2:44][C:45](O)=[O:46])=[O:33], predict the reaction product. The product is: [S:8]1[C:12]2[CH:13]=[CH:14][CH:15]=[CH:16][C:11]=2[N:10]=[C:9]1[S:17]([N:20]1[CH2:25][CH2:24][N:23]([C:45](=[O:46])[CH2:44][N:39]2[CH:38]=[N:37][C:36]3[C:40]2=[N:41][CH:42]=[N:43][C:35]=3[NH:34][C:32]([O:31][CH2:30][CH2:29][S:28][CH3:27])=[O:33])[CH2:22][C:21]1=[O:26])(=[O:19])=[O:18].